Dataset: Catalyst prediction with 721,799 reactions and 888 catalyst types from USPTO. Task: Predict which catalyst facilitates the given reaction. Reactant: [C:1]([N:5]1[C:9]([C:10]([F:13])([F:12])[F:11])=[C:8]([C:14]([OH:16])=O)[CH:7]=[N:6]1)([CH3:4])([CH3:3])[CH3:2].C(N(C(C)C)CC)(C)C.[B-](F)(F)(F)F.CN(C(O[N:39]1[C:44](=O)[CH2:43][CH2:42][C:40]1=[O:41])=[N+](C)C)C.[CH:46]12[CH2:55]C3CC(C[CH:48]([CH2:49]3)[CH:47]1N)[CH2:53]2. Product: [OH:41][C:40]12[CH2:49][CH:48]3[CH2:47][CH:46]([CH2:55][CH:43]([CH:44]3[NH:39][C:14]([C:8]3[CH:7]=[N:6][N:5]([C:1]([CH3:2])([CH3:3])[CH3:4])[C:9]=3[C:10]([F:11])([F:12])[F:13])=[O:16])[CH2:42]1)[CH2:53]2. The catalyst class is: 454.